This data is from Full USPTO retrosynthesis dataset with 1.9M reactions from patents (1976-2016). The task is: Predict the reactants needed to synthesize the given product. (1) Given the product [CH3:12][C:7]1[S:6][C:5]2[NH:4][C:3]3[CH:13]=[CH:14][CH:15]=[CH:16][C:2]=3[N:1]=[C:10]([N:11]3[CH2:22][CH2:23][N:18]([CH3:17])[CH2:19][CH2:20]3)[C:9]=2[CH:8]=1, predict the reactants needed to synthesize it. The reactants are: [NH2:1][C:2]1[CH:16]=[CH:15][CH:14]=[CH:13][C:3]=1[NH:4][C:5]1[S:6][C:7]([CH3:12])=[CH:8][C:9]=1[C:10]#[N:11].[CH3:17][N:18]1[CH2:23][CH2:22]N[CH2:20][CH2:19]1. (2) Given the product [Cl:1][C:2]1[C:7]([C@H:8]([OH:13])[C:9]([O:11][CH3:12])=[O:10])=[C:6]([CH3:14])[N:5]=[C:4]2[NH:15][C:16]([CH3:19])=[C:17]([CH3:18])[C:3]=12, predict the reactants needed to synthesize it. The reactants are: [Cl:1][C:2]1[C:7]([C:8](=[O:13])[C:9]([O:11][CH3:12])=[O:10])=[C:6]([CH3:14])[N:5]=[C:4]2[NH:15][C:16]([CH3:19])=[C:17]([CH3:18])[C:3]=12.[B]1OC2C(=CC=CC=2)O1.C(=O)([O-])[O-].[K+].[K+]. (3) Given the product [CH2:40]([N:32]([CH2:30][CH3:31])[C:33]1[CH:38]=[CH:37][C:36]([NH:39][C:21]([C:9]2([NH:8][C:6](=[O:7])[O:5][CH2:1][CH:2]([CH3:4])[CH3:3])[CH2:18][CH2:17][C:16]3[C:11](=[C:12]([O:19][CH3:20])[CH:13]=[CH:14][CH:15]=3)[CH2:10]2)=[O:22])=[C:35]([CH3:42])[CH:34]=1)[CH3:41], predict the reactants needed to synthesize it. The reactants are: [CH2:1]([O:5][C:6]([N:8](C)[C:9]1([C:21](O)=[O:22])[CH2:18][CH2:17][C:16]2[C:11](=[C:12]([O:19][CH3:20])[CH:13]=[CH:14][CH:15]=2)[CH2:10]1)=[O:7])[CH:2]([CH3:4])[CH3:3].S(O)(O)(=O)=O.[CH2:30]([N:32]([CH2:40][CH3:41])[C:33]1[CH:38]=[CH:37][C:36]([NH2:39])=[CH:35][CH:34]=1)[CH3:31].[CH3:42]CN(CC)CC.CN(C(ON1N=NC2C=CC=CC1=2)=[N+](C)C)C.[B-](F)(F)(F)F. (4) Given the product [C:11]([C:6]1[CH:5]=[C:4]2[C:9](=[CH:8][CH:7]=1)[NH:1][C:2](=[O:10])[CH2:3]2)(=[O:18])[C:12]1[CH:17]=[CH:16][CH:15]=[CH:14][CH:13]=1, predict the reactants needed to synthesize it. The reactants are: [NH:1]1[C:9]2[C:4](=[CH:5][CH:6]=[CH:7][CH:8]=2)[CH2:3][C:2]1=[O:10].[C:11](Cl)(=[O:18])[C:12]1[CH:17]=[CH:16][CH:15]=[CH:14][CH:13]=1.